Dataset: Forward reaction prediction with 1.9M reactions from USPTO patents (1976-2016). Task: Predict the product of the given reaction. The product is: [Cl:3][C:4]1[CH:5]=[CH:6][C:7]2[N:13]([CH2:14][C:15]([CH3:18])([CH3:17])[CH3:16])[C:12](=[O:19])[C@@H:11]([CH2:20][C:21]3[N:39]=[C:41]([Cl:40])[S:44][N:22]=3)[O:10][C@H:9]([C:24]3[CH:29]=[CH:28][CH:27]=[C:26]([O:30][CH3:31])[C:25]=3[O:32][CH3:33])[C:8]=2[CH:34]=1. Given the reactants CI.[Cl:3][C:4]1[CH:5]=[CH:6][C:7]2[N:13]([CH2:14][C:15]([CH3:18])([CH3:17])[CH3:16])[C:12](=[O:19])[C@@H:11]([CH2:20][C:21](=S)[NH2:22])[O:10][C@H:9]([C:24]3[CH:29]=[CH:28][CH:27]=[C:26]([O:30][CH3:31])[C:25]=3[O:32][CH3:33])[C:8]=2[CH:34]=1.C([O-])(=O)C.[NH4+:39].[Cl:40][C:41]([SH:44])(Cl)Cl.[OH-].[Na+], predict the reaction product.